Dataset: Peptide-MHC class I binding affinity with 185,985 pairs from IEDB/IMGT. Task: Regression. Given a peptide amino acid sequence and an MHC pseudo amino acid sequence, predict their binding affinity value. This is MHC class I binding data. (1) The peptide sequence is DRTDLEHDRV. The MHC is HLA-B27:05 with pseudo-sequence HLA-B27:05. The binding affinity (normalized) is 0.323. (2) The peptide sequence is EEKAFSPEV. The MHC is HLA-B40:01 with pseudo-sequence HLA-B40:01. The binding affinity (normalized) is 0.0408. (3) The peptide sequence is GAMYALANF. The MHC is HLA-A23:01 with pseudo-sequence HLA-A23:01. The binding affinity (normalized) is 0.517. (4) The peptide sequence is LTAQSRTL. The MHC is Mamu-A02 with pseudo-sequence Mamu-A02. The binding affinity (normalized) is 0.539. (5) The peptide sequence is DHQAAFQYI. The MHC is HLA-B07:02 with pseudo-sequence HLA-B07:02. The binding affinity (normalized) is 0. (6) The peptide sequence is FLARAIVFV. The MHC is HLA-A02:02 with pseudo-sequence HLA-A02:02. The binding affinity (normalized) is 1.00. (7) The peptide sequence is CINGVMWTV. The MHC is HLA-A02:02 with pseudo-sequence HLA-A02:02. The binding affinity (normalized) is 0.859. (8) The peptide sequence is VSFIEFVGW. The MHC is HLA-A66:01 with pseudo-sequence HLA-A66:01. The binding affinity (normalized) is 0.213.